From a dataset of Full USPTO retrosynthesis dataset with 1.9M reactions from patents (1976-2016). Predict the reactants needed to synthesize the given product. (1) Given the product [Cl:9][C:10]1[CH:17]=[CH:16][C:13]([CH2:14][NH:15][CH:5]2[CH2:6][CH2:7][N:2]([CH3:1])[CH2:3][CH2:4]2)=[CH:12][CH:11]=1, predict the reactants needed to synthesize it. The reactants are: [CH3:1][N:2]1[CH2:7][CH2:6][C:5](=O)[CH2:4][CH2:3]1.[Cl:9][C:10]1[CH:17]=[CH:16][C:13]([CH2:14][NH2:15])=[CH:12][CH:11]=1.C(O)(=O)C.[BH3-]C#N.[Na+]. (2) Given the product [F:27][C@H:28]1[C@@H:33]([CH2:34][O:35][C:2]2[CH:7]=[CH:6][C:5]([S:8](=[O:9])(=[O:10])[N:11]([CH2:21][CH:22]([CH3:23])[CH3:24])[C:12]3[CH:17]=[CH:16][C:15]([CH:18]([CH3:20])[CH3:19])=[CH:14][N:13]=3)=[CH:4][CH:3]=2)[CH2:32][CH2:31][N:30]([C:36]([O:38][C:39]([CH3:42])([CH3:41])[CH3:40])=[O:37])[CH2:29]1, predict the reactants needed to synthesize it. The reactants are: F[C:2]1[CH:7]=[CH:6][C:5]([S:8]([N:11]([CH2:21][CH:22]([CH3:24])[CH3:23])[C:12]2[CH:17]=[CH:16][C:15]([CH:18]([CH3:20])[CH3:19])=[CH:14][N:13]=2)(=[O:10])=[O:9])=[CH:4][CH:3]=1.[H-].[Na+].[F:27][C@H:28]1[C@@H:33]([CH2:34][OH:35])[CH2:32][CH2:31][N:30]([C:36]([O:38][C:39]([CH3:42])([CH3:41])[CH3:40])=[O:37])[CH2:29]1. (3) Given the product [C:1]1([NH:17][C:10]([CH:11]2[CH2:16][CH2:15]2)=[O:19])[CH:2]=[CH:3][CH:4]=[CH:5][CH:6]=1, predict the reactants needed to synthesize it. The reactants are: [C:1]1(CC=O)[CH:6]=[CH:5][CH:4]=[CH:3][CH:2]=1.[CH2:10]([NH2:17])[C:11]1[CH:16]=[CH:15]C=CC=1.C[OH:19]. (4) Given the product [Cl:23][C:20]1[CH:21]=[CH:22][C:17]([NH:16][C:15]2[NH:28][C:5]([C:4]3[CH:3]=[C:2]([OH:1])[CH:11]=[CH:10][CH:9]=3)=[N:7][N:8]=2)=[CH:18][C:19]=1[C:24]([F:25])([F:26])[F:27], predict the reactants needed to synthesize it. The reactants are: [OH:1][C:2]1[CH:3]=[C:4]([CH:9]=[CH:10][CH:11]=1)[C:5]([NH:7][NH2:8])=O.I.CS[C:15](=[NH:28])[NH:16][C:17]1[CH:22]=[CH:21][C:20]([Cl:23])=[C:19]([C:24]([F:27])([F:26])[F:25])[CH:18]=1. (5) Given the product [CH3:1][N:2]([CH3:11])[NH:3][C:4]([C@H:6]1[CH2:10][CH2:9][CH2:8][N:7]1[C:47]([C:46]1[CH:45]=[C:44]([CH:52]=[CH:51][CH:50]=1)[C:42]([NH:41][C@H:33]([C@H:32]([OH:31])[CH2:53][NH:54][CH2:55][C:56]1[CH:57]=[N:58][CH:59]=[C:60]([CH:62]([CH3:64])[CH3:63])[CH:61]=1)[CH2:34][C:35]1[CH:36]=[CH:37][CH:38]=[CH:39][CH:40]=1)=[O:43])=[O:48])=[O:5], predict the reactants needed to synthesize it. The reactants are: [CH3:1][N:2]([CH3:11])[NH:3][C:4]([C@H:6]1[CH2:10][CH2:9][CH2:8][NH:7]1)=[O:5].CCN(C(C)C)C(C)C.C1C=CC2N(O)N=NC=2C=1.[OH:31][C@H:32]([CH2:53][NH:54][CH2:55][C:56]1[CH:57]=[N:58][CH:59]=[C:60]([CH:62]([CH3:64])[CH3:63])[CH:61]=1)[C@@H:33]([NH:41][C:42]([C:44]1[CH:45]=[C:46]([CH:50]=[CH:51][CH:52]=1)[C:47](O)=[O:48])=[O:43])[CH2:34][C:35]1[CH:40]=[CH:39][CH:38]=[CH:37][CH:36]=1.CCN=C=NCCCN(C)C.Cl.O1C2C=CC=CC=2C=C1CNC(=O)OC(C)(C)C. (6) Given the product [Br:1][C:2]1[CH:3]=[C:4]2[C:9](=[CH:10][CH:11]=1)[N:8]=[C:7]([CH3:12])[N:6]=[C:5]2[N:23]([C:20]1[CH:21]=[CH:22][C:17]([O:16][CH2:14][CH3:15])=[C:18]([F:25])[CH:19]=1)[CH3:24], predict the reactants needed to synthesize it. The reactants are: [Br:1][C:2]1[CH:3]=[C:4]2[C:9](=[CH:10][CH:11]=1)[N:8]=[C:7]([CH3:12])[N:6]=[C:5]2Cl.[CH2:14]([O:16][C:17]1[CH:22]=[CH:21][C:20]([NH:23][CH3:24])=[CH:19][C:18]=1[F:25])[CH3:15].